Dataset: Full USPTO retrosynthesis dataset with 1.9M reactions from patents (1976-2016). Task: Predict the reactants needed to synthesize the given product. (1) Given the product [C:11]12([CH3:19])[C:16]([CH3:17])([CH3:18])[CH:14]([CH2:13][CH2:12]1)[CH2:15][CH:10]2[O:9][C:7](=[O:8])[C:6]1[CH:20]=[C:21]([Cl:25])[C:22]([NH:24][CH2:30][C:29]2[CH:32]=[C:33]([Cl:35])[CH:34]=[C:27]([Cl:26])[C:28]=2[OH:36])=[CH:23][C:5]=1[O:4][C:1](=[O:3])[CH3:2], predict the reactants needed to synthesize it. The reactants are: [C:1]([O:4][C:5]1[CH:23]=[C:22]([NH2:24])[C:21]([Cl:25])=[CH:20][C:6]=1[C:7]([O:9][CH:10]1[CH2:15][CH:14]2[C:16]([CH3:18])([CH3:17])[C:11]1([CH3:19])[CH2:12][CH2:13]2)=[O:8])(=[O:3])[CH3:2].[Cl:26][C:27]1[CH:34]=[C:33]([Cl:35])[CH:32]=[C:29]([CH:30]=O)[C:28]=1[OH:36]. (2) Given the product [Cl:25][C:26]1[CH:27]=[CH:28][C:29]([N:32]2[CH2:37][CH2:36][N:35]([C:38]([O:40][C:41]([CH3:42])([CH3:43])[CH3:44])=[O:39])[CH2:34][CH:33]2[CH2:45][OH:46])=[CH:30][CH:31]=1, predict the reactants needed to synthesize it. The reactants are: ClC1C=CC([C@@H]2CCN(C(OC(C)(C)C)=O)C[C@H]2C(OC)=O)=CC=1.[Cl:25][C:26]1[CH:31]=[CH:30][C:29]([N:32]2[CH2:37][CH2:36][N:35]([C:38]([O:40][C:41]([CH3:44])([CH3:43])[CH3:42])=[O:39])[CH2:34][CH:33]2[C:45](OC)=[O:46])=[CH:28][CH:27]=1.